Dataset: Full USPTO retrosynthesis dataset with 1.9M reactions from patents (1976-2016). Task: Predict the reactants needed to synthesize the given product. (1) Given the product [C:1]([NH:5][C:6]([C:8]1[C:16]2[C:11](=[N:12][CH:13]=[C:14]([C:29]3[C:30]4[C:35](=[CH:34][CH:33]=[C:32]([C:36]#[N:37])[CH:31]=4)[N:27]([CH3:26])[N:28]=3)[N:15]=2)[N:10]([CH2:18][O:19][CH2:20][CH2:21][Si:22]([CH3:25])([CH3:24])[CH3:23])[CH:9]=1)=[O:7])([CH3:4])([CH3:3])[CH3:2], predict the reactants needed to synthesize it. The reactants are: [C:1]([NH:5][C:6]([C:8]1[C:16]2[C:11](=[N:12][CH:13]=[C:14](Br)[N:15]=2)[N:10]([CH2:18][O:19][CH2:20][CH2:21][Si:22]([CH3:25])([CH3:24])[CH3:23])[CH:9]=1)=[O:7])([CH3:4])([CH3:3])[CH3:2].[CH3:26][N:27]1[C:35]2[C:30](=[CH:31][C:32]([C:36]#[N:37])=[CH:33][CH:34]=2)[C:29]([Sn](CCCC)(CCCC)CCCC)=[N:28]1.O.C(OCC)C. (2) Given the product [NH2:14][C:10]1[CH:9]=[C:8]([NH:7][C:5](=[O:6])[CH2:4][N:3]([CH2:17][CH3:18])[CH2:1][CH3:2])[CH:13]=[CH:12][CH:11]=1, predict the reactants needed to synthesize it. The reactants are: [CH2:1]([N:3]([CH2:17][CH3:18])[CH2:4][C:5]([NH:7][C:8]1[CH:13]=[CH:12][CH:11]=[C:10]([N+:14]([O-])=O)[CH:9]=1)=[O:6])[CH3:2]. (3) The reactants are: C([O:3][C:4]([CH:6]1[CH2:11][CH2:10][N:9]([C:12]2[CH:17]=[CH:16][CH:15]=[C:14]([C:18]3[N:22]([CH:23]([F:25])[F:24])[C:21]4[CH:26]=[CH:27][CH:28]=[CH:29][C:20]=4[N:19]=3)[CH:13]=2)[CH2:8][CH2:7]1)=[O:5])C. Given the product [F:25][CH:23]([F:24])[N:22]1[C:21]2[CH:26]=[CH:27][CH:28]=[CH:29][C:20]=2[N:19]=[C:18]1[C:14]1[CH:13]=[C:12]([N:9]2[CH2:10][CH2:11][CH:6]([C:4]([OH:5])=[O:3])[CH2:7][CH2:8]2)[CH:17]=[CH:16][CH:15]=1, predict the reactants needed to synthesize it.